This data is from Experimentally validated miRNA-target interactions with 360,000+ pairs, plus equal number of negative samples. The task is: Binary Classification. Given a miRNA mature sequence and a target amino acid sequence, predict their likelihood of interaction. (1) The miRNA is hsa-miR-8068 with sequence UGUUUGUUGUAAGGAUCGUUGU. The protein sequence of the target gene is MEAKAAPKPAASGACSVSAEETEKWMEEAMHMAKEALENTEVPVGCLMVYNNEVVGKGRNEVNQTKNATRHAEMVAIDQVLDWCRQSGKSPSEVFEHTVLYVTVEPCIMCAAALRLMKIPLVVYGCQNERFGGCGSVLNIASADLPNTGRPFQCIPGYRAEEAVEMLKTFYKQENPNAPKSKVRKKECQKS. Result: 1 (interaction). (2) The miRNA is hsa-miR-4418 with sequence CACUGCAGGACUCAGCAG. The protein sequence of the target gene is MKKISLKTFRKSFNLSKSKDETEFMVVQPQSLAGDFVKDDSLFGSCYGKDMASCDIGSEDEKGKNRSKSESLMGTLKRRLSAKQKTKGKGGTASTDEDTFSSASAPGGLKDVRAPRPIRSTSLRSHHYSPTPWPLRPTSSEETCIKMEMRVKALVHAASPGPVNGVRKDLRELQPRELRDLQPEPRPESRCSPSSPGDLSLHLEEHVPVVIGLMSQDYLQYTVPLDDGMCPLEGPRSCCLDTSSPMEVSAVPLPGASGAFSEDDSHVDQDLVVGPEILVDSSVNNLLIGTTGVMLQSPRG.... Result: 0 (no interaction). (3) The miRNA is hsa-miR-660-3p with sequence ACCUCCUGUGUGCAUGGAUUA. The protein sequence of the target gene is MAGERPPLRGPGPGEAPGEGPGGAGGGPGRGRPSSYRALRSAVSSLARVDDFDCAEKIGAGFFSEVYKVRHRQSGQVMVLKMNKLPSNRSNTLREVQLMNRLRHPNILRFMGVCVHQGQLHALTEYMNGGTLEQLLSSPEPLSWPVRLHLALDIAQGLRYLHAKGVFHRDLTSKNCLVRREDRGFTAVVGDFGLAEKIPVYREGTRKEPLAVVGSPYWMAPEVLRGELYDEKADVFAFGIVLCELIARVPADPDYLPRTEDFGLDVPAFRTLVGNDCPLPFLLLAIHCCSMEPSTRAPFT.... Result: 0 (no interaction). (4) The miRNA is hsa-miR-6780a-5p with sequence UUGGGAGGGAAGACAGCUGGAGA. The protein sequence of the target gene is MDPVVLSYMDSLLRQSDVSLLDPPSWLNDHIIGFAFEYFANSQFHDCSDHVCFISPEVTQFIKCTSSPAEIAMFLEPLDLPHKRVVFLAINDNSNQAAGGTHWSLLVYLQDKNSFFHYDSHSRSNSIHAKQVAEKLKAFLGSKGDKLVFVEEKAPAQENSYDCGMYVICNTEALCQSLFRRQPESPLQLLTPTYITKKRGEWKDLIARLAKKNEVATEECS. Result: 0 (no interaction).